Dataset: Reaction yield outcomes from USPTO patents with 853,638 reactions. Task: Predict the reaction yield, written as a fraction of the theoretical maximum amount of product (1.0 means a 100% yield; for example, 0.34 means a 34% yield). (1) The reactants are [CH2:1]([N:8]1[C:17](=[O:18])[C:16]2[C:11](=[CH:12][CH:13]=[C:14]([C:19]([O:21][CH3:22])=[O:20])[CH:15]=2)[NH:10][C:9]1=[O:23])[C:2]1[CH:7]=[CH:6][CH:5]=[CH:4][CH:3]=1.[CH3:24]N(C)C=O.C([O-])([O-])=O.[K+].[K+].IC. The catalyst is CS(C)=O.C(Cl)Cl.CC(C)=O. The product is [CH2:1]([N:8]1[C:17](=[O:18])[C:16]2[C:11](=[CH:12][CH:13]=[C:14]([C:19]([O:21][CH3:22])=[O:20])[CH:15]=2)[N:10]([CH3:24])[C:9]1=[O:23])[C:2]1[CH:7]=[CH:6][CH:5]=[CH:4][CH:3]=1. The yield is 0.974. (2) The reactants are [Cl:1][C:2]1[CH:22]=[CH:21][C:5]([C:6]([C:8]2[CH:20]=[CH:19][C:11]([O:12][C:13]([CH3:18])([CH3:17])[C:14](Cl)=[O:15])=[CH:10][CH:9]=2)=[O:7])=[CH:4][CH:3]=1.[I:23][C:24]1[CH:29]=[CH:28][C:27]([OH:30])=[CH:26][CH:25]=1.C(=O)([O-])[O-].[Cs+].[Cs+]. No catalyst specified. The product is [Cl:1][C:2]1[CH:22]=[CH:21][C:5]([C:6]([C:8]2[CH:20]=[CH:19][C:11]([O:12][C:13]([CH3:18])([CH3:17])[C:14]([O:30][C:27]3[CH:28]=[CH:29][C:24]([I:23])=[CH:25][CH:26]=3)=[O:15])=[CH:10][CH:9]=2)=[O:7])=[CH:4][CH:3]=1. The yield is 0.570.